Dataset: Forward reaction prediction with 1.9M reactions from USPTO patents (1976-2016). Task: Predict the product of the given reaction. (1) Given the reactants ClN1C(=O)CCC1=O.[CH3:9][N:10]([C:17]1[S:18][C:19]([C:22]2[CH:23]=[N:24][CH:25]=[CH:26][CH:27]=2)=[N:20][N:21]=1)[C:11](=[O:16])[CH2:12][CH2:13][S:14][CH3:15].C(N(CC)CC)C.C(OCC)(=O)C, predict the reaction product. The product is: [CH3:9][N:10]([C:17]1[S:18][C:19]([C:22]2[CH:23]=[N:24][CH:25]=[CH:26][CH:27]=2)=[N:20][N:21]=1)[C:11](=[O:16])/[CH:12]=[CH:13]/[S:14][CH3:15]. (2) Given the reactants [Cl:1][C:2]1[CH:7]=[CH:6][C:5]([S:8]([N:11]2[CH2:16][CH2:15][CH2:14][C@@H:13]([C:17]([OH:19])=O)[CH2:12]2)(=[O:10])=[O:9])=[CH:4][CH:3]=1.[CH:20]1([NH2:25])[CH2:24][CH2:23][CH2:22][CH2:21]1, predict the reaction product. The product is: [CH:20]1([NH:25][C:17]([C@H:13]2[CH2:14][CH2:15][CH2:16][N:11]([S:8]([C:5]3[CH:4]=[CH:3][C:2]([Cl:1])=[CH:7][CH:6]=3)(=[O:9])=[O:10])[CH2:12]2)=[O:19])[CH2:24][CH2:23][CH2:22][CH2:21]1.